From a dataset of Forward reaction prediction with 1.9M reactions from USPTO patents (1976-2016). Predict the product of the given reaction. (1) The product is: [CH2:22]([S:29][C:2]1[CH:3]=[C:4]2[C:9](=[CH:10][CH:11]=1)[C:8]([Cl:12])=[N:7][N:6]=[CH:5]2)[C:23]1[CH:28]=[CH:27][CH:26]=[CH:25][CH:24]=1. Given the reactants Br[C:2]1[CH:3]=[C:4]2[C:9](=[CH:10][CH:11]=1)[C:8]([Cl:12])=[N:7][N:6]=[CH:5]2.C(N(CC)C(C)C)(C)C.[CH2:22]([SH:29])[C:23]1[CH:28]=[CH:27][CH:26]=[CH:25][CH:24]=1, predict the reaction product. (2) Given the reactants [Cl:1][C:2]1[C:10]([N+:11]([O-:13])=[O:12])=[C:9]2[C:5]([C:6](=[O:15])[C:7](=O)[NH:8]2)=[CH:4][CH:3]=1.[Cl:16][CH2:17][CH2:18]CI.C(=O)([O-])[O-:22].[Cs+].[Cs+].[OH-].[Na+].OO.Cl, predict the reaction product. The product is: [Cl:1][C:2]1[CH:3]=[CH:4][C:5]([C:6]([OH:15])=[O:22])=[C:9]([NH:8][CH2:7][CH2:18][CH2:17][Cl:16])[C:10]=1[N+:11]([O-:13])=[O:12]. (3) Given the reactants COC1C=C(OC)C=CC=1C[N:6]1[C:10](=[O:11])[CH:9]=[C:8]([NH:12][C:13](=[S:27])[NH:14][C:15]2[CH:20]=[CH:19][C:18]([O:21][CH2:22][C:23]([F:26])([F:25])[F:24])=[CH:17][CH:16]=2)[C:7]1([C:33]([O:35][CH2:36][CH3:37])=[O:34])[C:28]([O:30][CH2:31][CH3:32])=[O:29], predict the reaction product. The product is: [O:11]=[C:10]1[NH:6][C:7]([C:33]([O:35][CH2:36][CH3:37])=[O:34])([C:28]([O:30][CH2:31][CH3:32])=[O:29])[C:8]([NH:12][C:13](=[S:27])[NH:14][C:15]2[CH:16]=[CH:17][C:18]([O:21][CH2:22][C:23]([F:26])([F:24])[F:25])=[CH:19][CH:20]=2)=[CH:9]1. (4) Given the reactants [F:1][C:2]1[CH:7]=[CH:6][C:5]([C@@H:8]([O:37][Si:38]([CH3:44])([CH3:43])[C:39]([CH3:42])([CH3:41])[CH3:40])[CH2:9][S:10][C@@H:11]2[C@@H:14]([C:15]3[CH:20]=[CH:19][C:18]([O:21][Si:22]([CH3:28])([CH3:27])[C:23]([CH3:26])([CH3:25])[CH3:24])=[CH:17][CH:16]=3)[N:13]([C:29]3[CH:34]=[CH:33][C:32](I)=[CH:31][CH:30]=3)[C:12]2=[O:36])=[CH:4][CH:3]=1.[N:45]1[CH:50]=[CH:49][CH:48]=[C:47](B(O)O)[CH:46]=1.C(=O)([O-])[O-].[K+].[K+], predict the reaction product. The product is: [F:1][C:2]1[CH:7]=[CH:6][C:5]([C@@H:8]([O:37][Si:38]([CH3:44])([CH3:43])[C:39]([CH3:42])([CH3:41])[CH3:40])[CH2:9][S:10][C@@H:11]2[C@@H:14]([C:15]3[CH:20]=[CH:19][C:18]([O:21][Si:22]([CH3:28])([CH3:27])[C:23]([CH3:26])([CH3:25])[CH3:24])=[CH:17][CH:16]=3)[N:13]([C:29]3[CH:34]=[CH:33][C:32]([C:47]4[CH:46]=[N:45][CH:50]=[CH:49][CH:48]=4)=[CH:31][CH:30]=3)[C:12]2=[O:36])=[CH:4][CH:3]=1. (5) Given the reactants [N:1]1[CH:6]=[CH:5][CH:4]=[C:3]([C:7]2[CH:8]=[C:9]([CH:14]=[CH:15][CH:16]=2)[C:10](OC)=[O:11])[CH:2]=1.[NH2:17][NH2:18].C(OCC)C, predict the reaction product. The product is: [N:1]1[CH:6]=[CH:5][CH:4]=[C:3]([C:7]2[CH:8]=[C:9]([CH:14]=[CH:15][CH:16]=2)[C:10]([NH:17][NH2:18])=[O:11])[CH:2]=1.